Dataset: Full USPTO retrosynthesis dataset with 1.9M reactions from patents (1976-2016). Task: Predict the reactants needed to synthesize the given product. (1) Given the product [CH2:1]([O:8][C:33]1[CH:32]=[C:14]([CH:13]=[CH:12][C:34]=1[N+:35]([O-:37])=[O:36])[O:15][C:16]1[C:25](=[O:26])[C:24]2[C:19](=[CH:20][C:21]([OH:27])=[CH:22][CH:23]=2)[O:18][C:17]=1[C:28]([F:31])([F:29])[F:30])[C:2]1[CH:7]=[CH:6][CH:5]=[CH:4][CH:3]=1, predict the reactants needed to synthesize it. The reactants are: [CH2:1]([OH:8])[C:2]1[CH:7]=[CH:6][CH:5]=[CH:4][CH:3]=1.[H-].[Na+].F[C:12]1[CH:13]=[C:14]([CH:32]=[CH:33][C:34]=1[N+:35]([O-:37])=[O:36])[O:15][C:16]1[C:25](=[O:26])[C:24]2[C:19](=[CH:20][C:21]([OH:27])=[CH:22][CH:23]=2)[O:18][C:17]=1[C:28]([F:31])([F:30])[F:29].[NH4+].[Cl-]. (2) Given the product [F:26][C:2]([F:1])([F:25])[C:3]1[CH:20]=[C:19]([C:21]([F:22])([F:23])[F:24])[CH:18]=[CH:17][C:4]=1[CH2:5][N:6]1[C:14]2[C:9](=[CH:10][C:11](/[CH:15]=[C:37]3/[C:38](=[O:39])[N:34]([OH:33])[C:35](=[O:40])[S:36]/3)=[CH:12][CH:13]=2)[CH:8]=[N:7]1, predict the reactants needed to synthesize it. The reactants are: [F:1][C:2]([F:26])([F:25])[C:3]1[CH:20]=[C:19]([C:21]([F:24])([F:23])[F:22])[CH:18]=[CH:17][C:4]=1[CH2:5][N:6]1[C:14]2[C:9](=[CH:10][C:11]([CH:15]=O)=[CH:12][CH:13]=2)[CH:8]=[N:7]1.O1CCCCC1[O:33][N:34]1[C:38](=[O:39])[CH2:37][S:36][C:35]1=[O:40].